This data is from Reaction yield outcomes from USPTO patents with 853,638 reactions. The task is: Predict the reaction yield, written as a fraction of the theoretical maximum amount of product (1.0 means a 100% yield; for example, 0.34 means a 34% yield). (1) The reactants are [Br:1][C:2]1[CH:7]=[CH:6][C:5]([N:8]2[C:13](=[O:14])[C:12]3[CH:15]=[N:16][NH:17][C:11]=3[N:10]=[C:9]2[C:18]2[CH:23]=[CH:22][CH:21]=[CH:20][C:19]=2[F:24])=[CH:4][CH:3]=1.[N:25]1([C:31](Cl)=[O:32])[CH2:30][CH2:29][O:28][CH2:27][CH2:26]1. The catalyst is N1C=CC=CC=1. The product is [Br:1][C:2]1[CH:3]=[CH:4][C:5]([N:8]2[C:13](=[O:14])[C:12]3[CH:15]=[N:16][N:17]([C:31]([N:25]4[CH2:30][CH2:29][O:28][CH2:27][CH2:26]4)=[O:32])[C:11]=3[N:10]=[C:9]2[C:18]2[CH:23]=[CH:22][CH:21]=[CH:20][C:19]=2[F:24])=[CH:6][CH:7]=1. The yield is 0.350. (2) The reactants are [Cl:1][C:2]1[CH:7]=[C:6]([Cl:8])[CH:5]=[CH:4][C:3]=1[C:9]1[N:10]([C:20]2[CH:25]=[CH:24][C:23]([O:26][CH2:27][CH2:28][CH2:29][F:30])=[CH:22][CH:21]=2)[C:11]([CH3:19])=[C:12]([C:14]([O:16]CC)=[O:15])[N:13]=1.[OH-].[K+]. The catalyst is C1COCC1.CCO.O. The product is [Cl:1][C:2]1[CH:7]=[C:6]([Cl:8])[CH:5]=[CH:4][C:3]=1[C:9]1[N:10]([C:20]2[CH:25]=[CH:24][C:23]([O:26][CH2:27][CH2:28][CH2:29][F:30])=[CH:22][CH:21]=2)[C:11]([CH3:19])=[C:12]([C:14]([OH:16])=[O:15])[N:13]=1. The yield is 0.850. (3) The reactants are C(Cl)(=O)C(Cl)=O.[Cl:7][C:8]1[CH:13]=[CH:12][C:11]([C:14]2[S:18][C:17]([C:19](O)=[O:20])=[C:16]([C:22]3[CH:27]=[CH:26][C:25]([S:28](=[O:31])(=[O:30])[NH2:29])=[CH:24][CH:23]=3)[CH:15]=2)=[CH:10][CH:9]=1.[CH3:32][N:33]([CH:35]=O)[CH3:34].C(N(CC)CC)C.Cl.[CH3:45][NH:46][O:47][CH3:48]. The catalyst is ClCCl. The product is [Cl:7][C:8]1[CH:13]=[CH:12][C:11]([C:14]2[S:18][C:17]([C:19]([N:46]([O:47][CH3:48])[CH3:45])=[O:20])=[C:16]([C:22]3[CH:23]=[CH:24][C:25]([S:28](=[O:31])(=[O:30])[N:29]=[CH:35][N:33]([CH3:32])[CH3:34])=[CH:26][CH:27]=3)[CH:15]=2)=[CH:10][CH:9]=1. The yield is 0.657.